This data is from Catalyst prediction with 721,799 reactions and 888 catalyst types from USPTO. The task is: Predict which catalyst facilitates the given reaction. (1) Reactant: C(N(CC)CC)C.[C:8](OC(=O)C)(=[O:10])[CH3:9].[C:15]([O:19][C:20]([N:22]1[C@@H:27]([C@@H:28]([OH:40])[C@@H:29]([NH2:39])[CH2:30][C:31]2[CH:36]=[C:35]([F:37])[CH:34]=[C:33]([F:38])[CH:32]=2)[CH2:26][O:25][C@@H:24]([CH2:41][CH2:42][CH:43]2[CH2:48][CH2:47][CH2:46][CH2:45][CH2:44]2)[CH2:23]1)=[O:21])([CH3:18])([CH3:17])[CH3:16]. Product: [C:15]([O:19][C:20]([N:22]1[C@@H:27]([C@@H:28]([OH:40])[C@@H:29]([NH:39][C:8](=[O:10])[CH3:9])[CH2:30][C:31]2[CH:32]=[C:33]([F:38])[CH:34]=[C:35]([F:37])[CH:36]=2)[CH2:26][O:25][C@@H:24]([CH2:41][CH2:42][CH:43]2[CH2:48][CH2:47][CH2:46][CH2:45][CH2:44]2)[CH2:23]1)=[O:21])([CH3:18])([CH3:16])[CH3:17]. The catalyst class is: 217. (2) Reactant: [CH3:1][CH:2]([C:8]([O:10][CH2:11][CH3:12])=[O:9])[C:3]([O:5][CH2:6][CH3:7])=[O:4].[H-].[Na+].[Br-].[C:16]1([C:22]([PH3+])=[C:23](C2C=CC=CC=2)C2C=CC=CC=2)[CH:21]=[CH:20][CH:19]=[CH:18][CH:17]=1.[CH:37](=O)C1C=CC=CC=1. Product: [CH2:11]([O:10][C:8](=[O:9])[C:2]([CH3:37])([CH2:1][CH:23]=[CH:22][C:16]1[CH:21]=[CH:20][CH:19]=[CH:18][CH:17]=1)[C:3]([O:5][CH2:6][CH3:7])=[O:4])[CH3:12]. The catalyst class is: 757. (3) Reactant: [CH:1]([N:4]1[C:8]([C:9]2[N:10]=[C:11]3[C:17]4[CH:18]=[CH:19][C:20]([CH2:22][C:23]([OH:25])=O)=[CH:21][C:16]=4[O:15][CH2:14][CH2:13][N:12]3[CH:26]=2)=[N:7][C:6]([CH3:27])=[N:5]1)([CH3:3])[CH3:2].F[P-](F)(F)(F)(F)F.C[N+:36](C)=C(N(C)C)ON1C2N=CC=CC=2N=N1.[Cl-].[NH4+].C(N(CC)CC)C. Product: [CH:1]([N:4]1[C:8]([C:9]2[N:10]=[C:11]3[C:17]4[CH:18]=[CH:19][C:20]([CH2:22][C:23]([NH2:36])=[O:25])=[CH:21][C:16]=4[O:15][CH2:14][CH2:13][N:12]3[CH:26]=2)=[N:7][C:6]([CH3:27])=[N:5]1)([CH3:2])[CH3:3]. The catalyst class is: 9. (4) Reactant: [NH2:1][C:2]1[CH:7]=[CH:6][C:5]([O:8][S:9]([C:12]2[CH:17]=[CH:16][C:15](F)=[CH:14][CH:13]=2)(=[O:11])=[O:10])=[CH:4][C:3]=1[N+:19]([O-:21])=[O:20].[CH3:22][O:23][CH2:24][CH2:25][NH2:26]. Product: [NH2:1][C:2]1[CH:7]=[CH:6][C:5]([O:8][S:9]([C:12]2[CH:17]=[CH:16][C:15]([NH:26][CH2:25][CH2:24][O:23][CH3:22])=[CH:14][CH:13]=2)(=[O:11])=[O:10])=[CH:4][C:3]=1[N+:19]([O-:21])=[O:20]. The catalyst class is: 12. (5) Reactant: [F:1][C:2]([F:30])([CH2:28][OH:29])[CH2:3][N:4]1[C:8]([C:9]2[CH:14]=[CH:13][C:12]([F:15])=[CH:11][CH:10]=2)=[C:7]([C:16]2[CH:17]=[CH:18][C:19]3[O:24][CH2:23][C:22](=[O:25])[NH:21][C:20]=3[CH:26]=2)[C:6]([CH3:27])=[N:5]1.[ClH:31].[CH3:32][N:33]([CH3:38])[CH2:34][C:35](O)=[O:36].Cl.CN(C)CCCN=C=NCC. Product: [ClH:31].[CH3:32][N:33]([CH3:38])[CH2:34][C:35]([O:29][CH2:28][C:2]([F:1])([F:30])[CH2:3][N:4]1[C:8]([C:9]2[CH:10]=[CH:11][C:12]([F:15])=[CH:13][CH:14]=2)=[C:7]([C:16]2[CH:17]=[CH:18][C:19]3[O:24][CH2:23][C:22](=[O:25])[NH:21][C:20]=3[CH:26]=2)[C:6]([CH3:27])=[N:5]1)=[O:36]. The catalyst class is: 17. (6) Reactant: [CH3:1][C@@H:2]1[CH2:7][N:6]([C:8]([O:10][C:11]([CH3:14])([CH3:13])[CH3:12])=[O:9])[C:5](=[O:15])/[C:4](=[CH:16]/[C:17]2[N:18]=[CH:19][N:20]([C@H:22]3[CH2:27][CH2:26][C@H:25]([CH3:28])[CH2:24][CH2:23]3)[CH:21]=2)/[CH2:3]1. Product: [CH3:1][C@@H:2]1[CH2:7][N:6]([C:8]([O:10][C:11]([CH3:13])([CH3:12])[CH3:14])=[O:9])[C:5](=[O:15])[CH:4]([CH2:16][C:17]2[N:18]=[CH:19][N:20]([C@H:22]3[CH2:23][CH2:24][C@H:25]([CH3:28])[CH2:26][CH2:27]3)[CH:21]=2)[CH2:3]1. The catalyst class is: 178. (7) Reactant: [NH2:1][C:2]1[N:3]=[C:4]([Cl:39])[C:5]2[CH:10]=[CH:9][N:8]([C@@H:11]3[O:26][C@H:25]([CH2:27][O:28]CC4C=CC(Cl)=CC=4Cl)[C@@H:14]([O:15]CC4C=CC(Cl)=CC=4Cl)[C@@:12]3([CH3:38])[OH:13])[C:6]=2[N:7]=1.B(Cl)(Cl)Cl. Product: [NH2:1][C:2]1[N:3]=[C:4]([Cl:39])[C:5]2[CH:10]=[CH:9][N:8]([C@@H:11]3[O:26][C@H:25]([CH2:27][OH:28])[C@@H:14]([OH:15])[C@@:12]3([CH3:38])[OH:13])[C:6]=2[N:7]=1. The catalyst class is: 2. (8) Product: [Br:2][C:3]1[CH:8]=[CH:7][C:6]2[C:9]3([CH2:15][O:16][C:5]=2[CH:4]=1)[CH2:10][CH2:11][N:12]([CH2:19][CH:18]([CH3:20])[C:17]([O:22][C:23]([CH3:26])([CH3:25])[CH3:24])=[O:21])[CH2:13][CH2:14]3. The catalyst class is: 9. Reactant: Cl.[Br:2][C:3]1[CH:8]=[CH:7][C:6]2[C:9]3([CH2:15][O:16][C:5]=2[CH:4]=1)[CH2:14][CH2:13][NH:12][CH2:11][CH2:10]3.[C:17]([O:22][C:23]([CH3:26])([CH3:25])[CH3:24])(=[O:21])[C:18]([CH3:20])=[CH2:19].C1CCN2C(=NCCC2)CC1.